From a dataset of Full USPTO retrosynthesis dataset with 1.9M reactions from patents (1976-2016). Predict the reactants needed to synthesize the given product. (1) Given the product [OH:1][CH2:2][CH2:3][N:4]([CH:22]([CH3:24])[CH3:23])[C:5]([C:7]1[S:8][C:9]2[CH2:10][CH2:11][O:12][C:13]3[CH:20]=[CH:19][C:18]([C:37]4[CH:36]=[N:35][N:34]([CH2:33][CH2:32][OH:31])[CH:38]=4)=[CH:17][C:14]=3[C:15]=2[N:16]=1)=[O:6], predict the reactants needed to synthesize it. The reactants are: [OH:1][CH2:2][CH2:3][N:4]([CH:22]([CH3:24])[CH3:23])[C:5]([C:7]1[S:8][C:9]2[CH2:10][CH2:11][O:12][C:13]3[CH:20]=[CH:19][C:18](Br)=[CH:17][C:14]=3[C:15]=2[N:16]=1)=[O:6].O1CCCCC1[O:31][CH2:32][CH2:33][N:34]1[CH:38]=[C:37](B2OC(C)(C)C(C)(C)O2)[CH:36]=[N:35]1.C([O-])(=O)C.[K+].Cl. (2) Given the product [CH3:11][O-:12].[Na+:10].[CH3:11][O:12][C:3]1[S:4][CH:5]=[CH:6][CH:7]=1, predict the reactants needed to synthesize it. The reactants are: [Na].Br[C:3]1[S:4][CH:5]=[CH:6][CH:7]=1.[C-]#N.[Na+:10].[CH3:11][OH:12]. (3) Given the product [OH:7][CH:1]1[CH2:6][CH2:5][CH2:4][CH2:3][CH:2]1[N:8]([CH2:12][CH2:13][OH:14])[CH2:9][CH2:10][OH:11], predict the reactants needed to synthesize it. The reactants are: [CH:1]12[O:7][CH:2]1[CH2:3][CH2:4][CH2:5][CH2:6]2.[NH:8]([CH2:12][CH2:13][OH:14])[CH2:9][CH2:10][OH:11].